From a dataset of Peptide-MHC class I binding affinity with 185,985 pairs from IEDB/IMGT. Regression. Given a peptide amino acid sequence and an MHC pseudo amino acid sequence, predict their binding affinity value. This is MHC class I binding data. The peptide sequence is KSISSMTIR. The MHC is HLA-A11:01 with pseudo-sequence HLA-A11:01. The binding affinity (normalized) is 0.479.